This data is from Reaction yield outcomes from USPTO patents with 853,638 reactions. The task is: Predict the reaction yield, written as a fraction of the theoretical maximum amount of product (1.0 means a 100% yield; for example, 0.34 means a 34% yield). (1) The reactants are Br[C:2]1[S:3][C:4]([Br:7])=[CH:5][N:6]=1.[OH:8][C:9]1[CH:10]=[C:11]([CH:16]=[CH:17][CH:18]=1)[C:12]([O:14][CH3:15])=[O:13].C(=O)([O-])[O-].[K+].[K+].O. The catalyst is CN(C=O)C. The product is [Br:7][C:4]1[S:3][C:2]([O:8][C:9]2[CH:10]=[C:11]([CH:16]=[CH:17][CH:18]=2)[C:12]([O:14][CH3:15])=[O:13])=[N:6][CH:5]=1. The yield is 0.800. (2) The reactants are [CH3:1][C:2]([C:4]1[CH:9]=[C:8]([Br:10])[CH:7]=[CH:6][C:5]=1[OH:11])=[O:3].[C:12]([N:19]1[CH2:24][CH2:23][C:22](=O)[CH2:21][CH2:20]1)([O:14][C:15]([CH3:18])([CH3:17])[CH3:16])=[O:13].N1CCCC1. The catalyst is CO. The product is [C:15]([O:14][C:12]([N:19]1[CH2:24][CH2:23][C:22]2([CH2:1][C:2](=[O:3])[C:4]3[C:5](=[CH:6][CH:7]=[C:8]([Br:10])[CH:9]=3)[O:11]2)[CH2:21][CH2:20]1)=[O:13])([CH3:18])([CH3:16])[CH3:17]. The yield is 0.940. (3) The reactants are Br[C:2]1[CH:11]=[CH:10][C:5]([C:6]([O:8][CH3:9])=[O:7])=[CH:4][C:3]=1[Cl:12].[Cu][C:14]#[N:15].CN(C=O)C. The catalyst is [Cl-].[Na+].O.C1C=CC([P]([Pd]([P](C2C=CC=CC=2)(C2C=CC=CC=2)C2C=CC=CC=2)([P](C2C=CC=CC=2)(C2C=CC=CC=2)C2C=CC=CC=2)[P](C2C=CC=CC=2)(C2C=CC=CC=2)C2C=CC=CC=2)(C2C=CC=CC=2)C2C=CC=CC=2)=CC=1. The product is [Cl:12][C:3]1[CH:4]=[C:5]([CH:10]=[CH:11][C:2]=1[C:14]#[N:15])[C:6]([O:8][CH3:9])=[O:7]. The yield is 0.437. (4) The reactants are [CH3:1][O:2][C:3]1[C:17]([N+:18]([O-])=O)=[CH:16][C:6]2[CH2:7][CH2:8][N:9]([CH2:12][CH2:13][O:14][CH3:15])[CH2:10][CH2:11][C:5]=2[CH:4]=1.O.NN. The catalyst is [Pd].CO. The product is [CH3:1][O:2][C:3]1[C:17]([NH2:18])=[CH:16][C:6]2[CH2:7][CH2:8][N:9]([CH2:12][CH2:13][O:14][CH3:15])[CH2:10][CH2:11][C:5]=2[CH:4]=1. The yield is 0.930. (5) The reactants are [CH3:1][C@H:2]1[CH2:7][C@@H:6]([C:8]([O:10][CH3:11])=[O:9])[CH2:5][CH2:4][NH:3]1.[C:12](O[C:12]([O:14][C:15]([CH3:18])([CH3:17])[CH3:16])=[O:13])([O:14][C:15]([CH3:18])([CH3:17])[CH3:16])=[O:13]. The catalyst is O1CCCC1. The product is [CH3:1][C@H:2]1[CH2:7][C@@H:6]([C:8]([O:10][CH3:11])=[O:9])[CH2:5][CH2:4][N:3]1[C:12]([O:14][C:15]([CH3:18])([CH3:17])[CH3:16])=[O:13]. The yield is 0.960.